From a dataset of Full USPTO retrosynthesis dataset with 1.9M reactions from patents (1976-2016). Predict the reactants needed to synthesize the given product. (1) Given the product [CH2:21]([O:20][C:18]([N:8]1[CH2:9][CH2:10][CH:11]([C:13]([OH:15])=[O:14])[CH2:12][CH:7]1[C:6]1[N:2]([CH3:1])[N:3]=[N:4][N:5]=1)=[O:19])[C:22]1[CH:27]=[CH:26][CH:25]=[CH:24][CH:23]=1, predict the reactants needed to synthesize it. The reactants are: [CH3:1][N:2]1[C:6]([CH:7]2[CH2:12][CH:11]([C:13]([O:15]CC)=[O:14])[CH2:10][CH2:9][N:8]2[C:18]([O:20][CH2:21][C:22]2[CH:27]=[CH:26][CH:25]=[CH:24][CH:23]=2)=[O:19])=[N:5][N:4]=[N:3]1.[Li+].[OH-].Cl. (2) Given the product [CH2:19]([N:26]1[CH2:31][CH2:30][N:29]([CH2:18][CH:2]([OH:1])[CH2:3][O:4][C:5]2[C:17]3[C:16]4[C:11](=[CH:12][CH:13]=[CH:14][CH:15]=4)[NH:10][C:9]=3[CH:8]=[CH:7][CH:6]=2)[CH2:28][CH2:27]1)[C:20]1[CH:21]=[CH:22][CH:23]=[CH:24][CH:25]=1, predict the reactants needed to synthesize it. The reactants are: [O:1]1[CH2:18][CH:2]1[CH2:3][O:4][C:5]1[C:17]2[C:16]3[C:11](=[CH:12][CH:13]=[CH:14][CH:15]=3)[NH:10][C:9]=2[CH:8]=[CH:7][CH:6]=1.[CH2:19]([N:26]1[CH2:31][CH2:30][NH:29][CH2:28][CH2:27]1)[C:20]1[CH:25]=[CH:24][CH:23]=[CH:22][CH:21]=1.C(OC(C)C)(C)C. (3) The reactants are: [CH3:1][O:2][C:3]1[CH:4]=[C:5]([C:9]2[N:14]=[CH:13][C:12]([C:15]([OH:17])=O)=[CH:11][N:10]=2)[CH:6]=[CH:7][CH:8]=1.[NH2:18][N:19]1[CH2:24][C:23]([CH3:25])=[N:22][NH:21][C:20]1=[O:26].C[N+]1(C2N=C(OC)N=C(OC)N=2)CCOCC1.[Cl-].CN(C=O)C. Given the product [CH3:25][C:23]1[CH2:24][N:19]([NH:18][C:15]([C:12]2[CH:13]=[N:14][C:9]([C:5]3[CH:6]=[CH:7][CH:8]=[C:3]([O:2][CH3:1])[CH:4]=3)=[N:10][CH:11]=2)=[O:17])[C:20](=[O:26])[NH:21][N:22]=1, predict the reactants needed to synthesize it.